The task is: Predict the reactants needed to synthesize the given product.. This data is from Full USPTO retrosynthesis dataset with 1.9M reactions from patents (1976-2016). (1) Given the product [CH2:9]1[C:3]2([CH2:4][CH2:5][O:6][CH2:7][CH2:8]2)[CH2:1][CH2:13][O:12][C:10]1=[O:11], predict the reactants needed to synthesize it. The reactants are: [CH:1]([C:3]1([CH2:9][C:10]([O:12][CH3:13])=[O:11])[CH2:8][CH2:7][O:6][CH2:5][CH2:4]1)=C.C12BC(CCC1)CCC2.O1CCCC1.[OH-].[Na+].OO.Cl. (2) Given the product [Cl:1][C:6]1[CH:5]=[C:4]([CH3:10])[C:3]([I:2])=[CH:8][N:7]=1, predict the reactants needed to synthesize it. The reactants are: [ClH:1].[I:2][C:3]1[C:4]([CH3:10])=[CH:5][C:6](N)=[N:7][CH:8]=1.N([O-])=O.[Na+]. (3) Given the product [O:1]=[C:2]1[NH:21][CH2:20][CH2:19][C:4]2([CH2:8][C@H:7]([C:9]([OH:11])=[O:10])[CH2:6][CH2:5]2)[NH:3]1, predict the reactants needed to synthesize it. The reactants are: [O:1]=[C:2]1[NH:21][CH2:20][CH2:19][C:4]2([CH2:8][C@H:7]([C:9]([O:11]CC3C=CC=CC=3)=[O:10])[CH2:6][CH2:5]2)[NH:3]1. (4) Given the product [CH3:15][C:4]1[NH:5][C:6]2[CH2:7][C:8]([CH3:14])([CH3:13])[CH2:9][C:10](=[O:12])[C:11]=2[C:3]=1[CH2:2][C:16]1[CH:21]=[CH:20][CH:19]=[CH:18][C:17]=1[S:22]([C:25]1[CH:30]=[CH:29][CH:28]=[CH:27][CH:26]=1)(=[O:24])=[O:23], predict the reactants needed to synthesize it. The reactants are: O[CH:2]([C:16]1[CH:21]=[CH:20][CH:19]=[CH:18][C:17]=1[S:22]([C:25]1[CH:30]=[CH:29][CH:28]=[CH:27][CH:26]=1)(=[O:24])=[O:23])[C:3]1[C:11]2[C:10](=[O:12])[CH2:9][C:8]([CH3:14])([CH3:13])[CH2:7][C:6]=2[NH:5][C:4]=1[CH3:15].C([SiH](CC)CC)C.FC(F)(F)C(O)=O. (5) Given the product [CH:1]([O:4][C:5]([N:7]1[CH:12]([CH2:13][CH3:14])[CH2:11][CH:10]([N:15]([CH2:16][C:17]2[CH:22]=[C:21]([C:23]([F:26])([F:24])[F:25])[CH:20]=[C:19]([Cl:27])[CH:18]=2)[C:28]2[N:33]=[CH:32][C:31]([OH:34])=[CH:30][N:29]=2)[CH2:9][CH:8]1[CH2:42][C:43]1[CH:44]=[CH:45][CH:46]=[CH:47][CH:48]=1)=[O:6])([CH3:2])[CH3:3], predict the reactants needed to synthesize it. The reactants are: [CH:1]([O:4][C:5]([N:7]1[CH:12]([CH2:13][CH3:14])[CH2:11][CH:10]([N:15]([C:28]2[N:33]=[CH:32][C:31]([O:34]CC3C=CC=CC=3)=[CH:30][N:29]=2)[CH2:16][C:17]2[CH:22]=[C:21]([C:23]([F:26])([F:25])[F:24])[CH:20]=[C:19]([Cl:27])[CH:18]=2)[CH2:9][CH:8]1[CH2:42][C:43]1[CH:48]=[CH:47][CH:46]=[CH:45][CH:44]=1)=[O:6])([CH3:3])[CH3:2].ClCCl.B(Cl)(Cl)Cl.CO.O. (6) Given the product [Br:25][CH2:12][C:10]1[CH:11]=[C:3]([C:2]([F:23])([F:22])[F:1])[CH:4]=[C:5]2[C:9]=1[N:8]([CH2:14][O:15][CH2:16][CH2:17][Si:18]([CH3:21])([CH3:20])[CH3:19])[N:7]=[CH:6]2, predict the reactants needed to synthesize it. The reactants are: [F:1][C:2]([F:23])([F:22])[C:3]1[CH:4]=[C:5]2[C:9](=[C:10]([CH2:12]O)[CH:11]=1)[N:8]([CH2:14][O:15][CH2:16][CH2:17][Si:18]([CH3:21])([CH3:20])[CH3:19])[N:7]=[CH:6]2.C(Br)(Br)(Br)[Br:25].C1(P(C2C=CC=CC=2)C2C=CC=CC=2)C=CC=CC=1. (7) Given the product [CH:18]1([N:21]2[C:30]3[C:25](=[CH:26][CH:27]=[CH:28][CH:29]=3)[N:24]([C:15]([C:11]3[N:12]=[CH:13][O:14][C:10]=3[CH2:9][C:3]3[CH:4]=[C:5]([Cl:8])[CH:6]=[CH:7][C:2]=3[Cl:1])=[O:17])[CH2:23][CH2:22]2)[CH2:20][CH2:19]1, predict the reactants needed to synthesize it. The reactants are: [Cl:1][C:2]1[CH:7]=[CH:6][C:5]([Cl:8])=[CH:4][C:3]=1[CH2:9][C:10]1[O:14][CH:13]=[N:12][C:11]=1[C:15]([OH:17])=O.[CH:18]1([N:21]2[C:30]3[C:25](=[CH:26][CH:27]=[CH:28][CH:29]=3)[NH:24][CH2:23][CH2:22]2)[CH2:20][CH2:19]1.CCN=C=NCCCN(C)C.C1C=NC2N(O)N=NC=2C=1. (8) Given the product [F:1][C:2]1[CH:3]=[CH:4][C:5]([C:15]2[C:24]3[C:19](=[CH:20][C:21]([S:25](=[O:42])(=[O:41])[N:26]([CH2:32][C:33]4[CH:38]=[CH:37][C:36]([O:39][CH3:40])=[CH:35][CH:34]=4)[C:27]4[S:28][CH:29]=[CH:30][N:31]=4)=[CH:22][CH:23]=3)[CH:18]=[CH:17][N:16]=2)=[C:6]([CH:14]=1)[O:7][CH2:8][C:9]([NH2:43])=[O:11], predict the reactants needed to synthesize it. The reactants are: [F:1][C:2]1[CH:3]=[CH:4][C:5]([C:15]2[C:24]3[C:19](=[CH:20][C:21]([S:25](=[O:42])(=[O:41])[N:26]([CH2:32][C:33]4[CH:38]=[CH:37][C:36]([O:39][CH3:40])=[CH:35][CH:34]=4)[C:27]4[S:28][CH:29]=[CH:30][N:31]=4)=[CH:22][CH:23]=3)[CH:18]=[CH:17][N:16]=2)=[C:6]([CH:14]=1)[O:7][CH2:8][C:9]([O:11]CC)=O.[NH3:43].